This data is from Forward reaction prediction with 1.9M reactions from USPTO patents (1976-2016). The task is: Predict the product of the given reaction. Given the reactants [CH3:1][O:2][C:3](=[O:27])[CH2:4][C@@H:5]([CH2:23][CH2:24][CH2:25][CH3:26])[C:6]([N:8]1[CH2:12][CH2:11][CH2:10][C@H:9]1[C:13]([O:15]CC1C=CC=CC=1)=[O:14])=[O:7], predict the reaction product. The product is: [CH3:1][O:2][C:3](=[O:27])[CH2:4][C@@H:5]([CH2:23][CH2:24][CH2:25][CH3:26])[C:6]([N:8]1[CH2:12][CH2:11][CH2:10][C@H:9]1[C:13]([OH:15])=[O:14])=[O:7].